This data is from Full USPTO retrosynthesis dataset with 1.9M reactions from patents (1976-2016). The task is: Predict the reactants needed to synthesize the given product. Given the product [CH3:8][C:5]1[CH:6]=[CH:7][C:2]([Sn:18]([CH2:19][CH2:20][CH2:21][CH3:22])([CH2:23][CH2:24][CH2:25][CH3:26])[CH2:14][CH2:15][CH2:16][CH3:17])=[N:3][CH:4]=1, predict the reactants needed to synthesize it. The reactants are: Br[C:2]1[CH:7]=[CH:6][C:5]([CH3:8])=[CH:4][N:3]=1.C([Li])CCC.[CH2:14]([Sn:18](Cl)([CH2:23][CH2:24][CH2:25][CH3:26])[CH2:19][CH2:20][CH2:21][CH3:22])[CH2:15][CH2:16][CH3:17].